This data is from CYP3A4 inhibition data for predicting drug metabolism from PubChem BioAssay. The task is: Regression/Classification. Given a drug SMILES string, predict its absorption, distribution, metabolism, or excretion properties. Task type varies by dataset: regression for continuous measurements (e.g., permeability, clearance, half-life) or binary classification for categorical outcomes (e.g., BBB penetration, CYP inhibition). Dataset: cyp3a4_veith. (1) The drug is CS(=O)(=O)c1ccc(Cn2c3c(c4cc(F)cc(F)c42)CCC[C@H]3CC(=O)O)cc1. The result is 1 (inhibitor). (2) The molecule is CCNC(=S)NS(=O)(=O)c1ccccc1. The result is 0 (non-inhibitor). (3) The molecule is COc1ccc(-n2c(CNC(=O)c3cc(OC)c(OC)c(OC)c3)n[nH]c2=S)cc1. The result is 1 (inhibitor). (4) The compound is COc1ccc(S(=O)(=O)N2CCC(N3CCCCC3)CC2)cc1. The result is 0 (non-inhibitor). (5) The compound is Nc1nc2c(ncn2COC(CO)CO)c(=O)[nH]1. The result is 0 (non-inhibitor). (6) The compound is COc1ccc2nc3c(c([Si](C)(C)C(C)(C)C)c2c1)Cn1c-3cccc1=O. The result is 1 (inhibitor). (7) The compound is COc1cccc(-c2cncnc2NC2CCNCC2)c1. The result is 0 (non-inhibitor). (8) The molecule is O=C(c1ccc(S(=O)(=O)N2CCCCCC2)cc1)N1CCC(CN2C(=O)c3cccc4cccc(c34)C2=O)CC1. The result is 0 (non-inhibitor). (9) The molecule is O=C(/C=C\c1ccc2c(c1)OCO2)c1ccc(F)cc1. The result is 1 (inhibitor). (10) The compound is CC(O)(CS(=O)(=O)c1ccccc1)C(=O)Nc1cccc(C(F)(F)F)c1. The result is 1 (inhibitor).